Dataset: Catalyst prediction with 721,799 reactions and 888 catalyst types from USPTO. Task: Predict which catalyst facilitates the given reaction. (1) Reactant: [Cl:1][C:2]1[CH:3]=[C:4]([OH:9])[CH:5]=[CH:6][C:7]=1[CH3:8].[C:10](Cl)(=[O:13])[CH2:11][CH3:12].[Cl-].[Cl-].[Cl-].[Al+3].Cl. Product: [Cl:1][C:2]1[C:7]([CH3:8])=[CH:6][C:5]([C:10](=[O:13])[CH2:11][CH3:12])=[C:4]([OH:9])[CH:3]=1. The catalyst class is: 6. (2) Reactant: [NH2:1][C:2]1[CH:7]=[CH:6][C:5]([S:8]([N:11]2[CH2:16][CH2:15][C:14](=[N:17][O:18][CH2:19][C:20]3[CH:21]=[CH:22][C:23]([F:28])=[C:24]([CH:27]=3)[C:25]#[N:26])[CH2:13][CH2:12]2)(=[O:10])=[O:9])=[CH:4][CH:3]=1.C(N(CC)CC)C.[C:36](Cl)(=[O:38])[CH3:37].O. Product: [C:25]([C:24]1[CH:27]=[C:20]([CH:21]=[CH:22][C:23]=1[F:28])[CH2:19][O:18][N:17]=[C:14]1[CH2:13][CH2:12][N:11]([S:8]([C:5]2[CH:4]=[CH:3][C:2]([NH:1][C:36](=[O:38])[CH3:37])=[CH:7][CH:6]=2)(=[O:9])=[O:10])[CH2:16][CH2:15]1)#[N:26]. The catalyst class is: 7.